Regression. Given a peptide amino acid sequence and an MHC pseudo amino acid sequence, predict their binding affinity value. This is MHC class I binding data. From a dataset of Peptide-MHC class I binding affinity with 185,985 pairs from IEDB/IMGT. (1) The MHC is HLA-A26:01 with pseudo-sequence HLA-A26:01. The binding affinity (normalized) is 0.0847. The peptide sequence is NGNFNFERV. (2) The peptide sequence is WLSQTTLSV. The MHC is HLA-A02:11 with pseudo-sequence HLA-A02:11. The binding affinity (normalized) is 1.00. (3) The peptide sequence is STWFGFNGTR. The MHC is HLA-B27:05 with pseudo-sequence HLA-B27:05. The binding affinity (normalized) is 0. (4) The peptide sequence is TRAPAPFPL. The MHC is HLA-A02:19 with pseudo-sequence HLA-A02:19. The binding affinity (normalized) is 0.0847. (5) The peptide sequence is ENKAWLVHR. The MHC is HLA-A33:01 with pseudo-sequence HLA-A33:01. The binding affinity (normalized) is 0.820.